Dataset: Forward reaction prediction with 1.9M reactions from USPTO patents (1976-2016). Task: Predict the product of the given reaction. (1) Given the reactants [F:1][C:2]([F:32])([F:31])[C:3]1[N:8]=[C:7]2[CH2:9][N:10](C(C3C=CC=CC=3)(C3C=CC=CC=3)C3C=CC=CC=3)[CH2:11][C:6]2=[CH:5][CH:4]=1.FC(F)(F)C(O)=O, predict the reaction product. The product is: [F:32][C:2]([F:1])([F:31])[C:3]1[N:8]=[C:7]2[CH2:9][NH:10][CH2:11][C:6]2=[CH:5][CH:4]=1. (2) Given the reactants [CH:1]1[C:10]2[C:5](=[CH:6][CH:7]=[CH:8][CH:9]=2)[CH:4]=[CH:3][C:2]=1[CH2:11][C:12]#[N:13].Br[CH2:15][CH2:16][CH2:17][CH2:18]Br.ClC1C=CC(Cl)=CC=1C1(C#N)CCCC1, predict the reaction product. The product is: [CH:1]1[C:10]2[C:5](=[CH:6][CH:7]=[CH:8][CH:9]=2)[CH:4]=[CH:3][C:2]=1[C:11]1([C:12]#[N:13])[CH2:18][CH2:17][CH2:16][CH2:15]1. (3) Given the reactants [CH3:1][O:2][C:3]1[CH:8]=[CH:7][C:6]([O:9][C:10](Cl)=[O:11])=[CH:5][CH:4]=1.[NH2:13][C:14]1[CH:15]=[C:16]([C:20]2[C:24]([Br:25])=[CH:23][N:22]([CH3:26])[N:21]=2)[CH:17]=[CH:18][CH:19]=1.C(N(CC)CC)C.CCOC(C)=O.CCCCCC, predict the reaction product. The product is: [Br:25][C:24]1[C:20]([C:16]2[CH:15]=[C:14]([NH:13][C:10]([O:9][C:6]3[CH:7]=[CH:8][C:3]([O:2][CH3:1])=[CH:4][CH:5]=3)=[O:11])[CH:19]=[CH:18][CH:17]=2)=[N:21][N:22]([CH3:26])[CH:23]=1. (4) Given the reactants [CH2:1]([O:3][C:4]([C:6]1[O:7][C:8]2[C:13]([C:14](=[O:16])[CH:15]=1)=[CH:12][CH:11]=[C:10](OS(C1C=CC(C)=CC=1)(=O)=O)[C:9]=2[N+:28]([O-:30])=[O:29])=[O:5])[CH3:2].[CH2:31]([NH2:38])[C:32]1[CH:37]=[CH:36][CH:35]=[CH:34][CH:33]=1, predict the reaction product. The product is: [CH2:1]([O:3][C:4]([C:6]1[O:7][C:8]2[C:13]([C:14](=[O:16])[CH:15]=1)=[CH:12][CH:11]=[C:10]([NH:38][CH2:31][C:32]1[CH:37]=[CH:36][CH:35]=[CH:34][CH:33]=1)[C:9]=2[N+:28]([O-:30])=[O:29])=[O:5])[CH3:2]. (5) Given the reactants I[C:2]1[N:6]=[C:5]([C:7]2[CH:12]=[CH:11][CH:10]=[C:9]([O:13][C:14]([F:17])([F:16])[F:15])[CH:8]=2)[N:4]([CH3:18])[C:3]=1[C:19]([N:21]1[CH2:26][CH2:25][CH:24]([N:27]2[CH2:31][CH2:30][CH2:29][CH2:28]2)[CH2:23][CH2:22]1)=[O:20].[N:32]1[CH:37]=[CH:36][CH:35]=[C:34](B(O)O)[CH:33]=1, predict the reaction product. The product is: [CH3:18][N:4]1[C:3]([C:19]([N:21]2[CH2:26][CH2:25][CH:24]([N:27]3[CH2:31][CH2:30][CH2:29][CH2:28]3)[CH2:23][CH2:22]2)=[O:20])=[C:2]([C:34]2[CH:33]=[N:32][CH:37]=[CH:36][CH:35]=2)[N:6]=[C:5]1[C:7]1[CH:12]=[CH:11][CH:10]=[C:9]([O:13][C:14]([F:17])([F:16])[F:15])[CH:8]=1. (6) Given the reactants C(O)(C(F)(F)F)=O.[C:8]([C:10]1[CH:15]=[CH:14][C:13]([C:16]2[CH:17]=[N:18][N:19]([C:22]3[CH:30]=[CH:29][C:25]([C:26](O)=[O:27])=[CH:24][N:23]=3)[C:20]=2[OH:21])=[C:12]([CH3:31])[CH:11]=1)#[N:9].[CH3:32][CH:33]1[CH2:38][CH2:37][CH2:36][CH2:35][N:34]1[CH2:39][CH2:40][CH2:41][NH2:42], predict the reaction product. The product is: [C:8]([C:10]1[CH:15]=[CH:14][C:13]([C:16]2[CH:17]=[N:18][N:19]([C:22]3[CH:30]=[CH:29][C:25]([C:26]([NH:42][CH2:41][CH2:40][CH2:39][N:34]4[CH2:35][CH2:36][CH2:37][CH2:38][CH:33]4[CH3:32])=[O:27])=[CH:24][N:23]=3)[C:20]=2[OH:21])=[C:12]([CH3:31])[CH:11]=1)#[N:9]. (7) Given the reactants [CH2:1]1[C@@H:6](O)[C@@H:5]([OH:8])[C@H:4]([OH:9])[CH2:3][C@@:2]1([C:11]([OH:13])=[O:12])[OH:10].CN(C=O)C.C1C=CC=CC=1.C1(C)C=CC(S(O)(=O)=O)=CC=1, predict the reaction product. The product is: [OH:10][C:2]12[CH2:1][CH:6]([O:13][C:11]1=[O:12])[CH:5]([OH:8])[CH:4]([OH:9])[CH2:3]2. (8) The product is: [CH3:19][C:15]1([CH3:20])[CH2:16][C:17]2[NH:6][N:9]=[CH:11][C:12]=2[C:13](=[O:21])[CH2:14]1. Given the reactants C(O)(=O)C.O.[NH2:6]N.C[N:9]([CH:11]=[C:12]1[C:17](=O)[CH2:16][C:15]([CH3:20])([CH3:19])[CH2:14][C:13]1=[O:21])C, predict the reaction product.